This data is from Full USPTO retrosynthesis dataset with 1.9M reactions from patents (1976-2016). The task is: Predict the reactants needed to synthesize the given product. (1) The reactants are: [CH2:1]([NH:8][C:9]([N:11]1[CH2:16][CH2:15][N:14]([C:17]2[C:18]([C:23]3[CH:28]=[CH:27][CH:26]=[CH:25][CH:24]=3)=[N:19][CH:20]=[N:21][CH:22]=2)[CH2:13][CH2:12]1)=[O:10])[C:2]1[CH:7]=[CH:6][CH:5]=[CH:4][CH:3]=1.[H-].[Na+].[CH3:31]I.[Cl-].[NH4+]. Given the product [CH2:1]([N:8]([CH3:31])[C:9]([N:11]1[CH2:12][CH2:13][N:14]([C:17]2[C:18]([C:23]3[CH:28]=[CH:27][CH:26]=[CH:25][CH:24]=3)=[N:19][CH:20]=[N:21][CH:22]=2)[CH2:15][CH2:16]1)=[O:10])[C:2]1[CH:3]=[CH:4][CH:5]=[CH:6][CH:7]=1, predict the reactants needed to synthesize it. (2) Given the product [CH:33]1[C:34]2[C:39](=[CH:38][CH:37]=[CH:36][CH:35]=2)[CH:40]=[CH:41][C:32]=1[S:29]([NH:28][CH:19]([C:20]([N:22]1[CH2:27][CH2:26][CH2:25][CH2:24][CH2:23]1)=[O:21])[CH2:18][NH:17][C:13]([CH:10]1[CH2:11][CH2:12][N:7]([C:4]2[CH:5]=[CH:6][N:1]=[CH:2][CH:3]=2)[CH2:8][CH2:9]1)=[O:14])(=[O:30])=[O:31], predict the reactants needed to synthesize it. The reactants are: [N:1]1[CH:6]=[CH:5][C:4]([N:7]2[CH2:12][CH2:11][CH:10]([C:13](Cl)=[O:14])[CH2:9][CH2:8]2)=[CH:3][CH:2]=1.Cl.[NH2:17][CH2:18][CH:19]([NH:28][S:29]([C:32]1[CH:41]=[CH:40][C:39]2[C:34](=[CH:35][CH:36]=[CH:37][CH:38]=2)[CH:33]=1)(=[O:31])=[O:30])[C:20]([N:22]1[CH2:27][CH2:26][CH2:25][CH2:24][CH2:23]1)=[O:21]. (3) Given the product [F:84][C:69]([F:68])([S:80]([O-:83])(=[O:82])=[O:81])[C:70]([F:78])([F:79])[C:71]([F:77])([F:76])[C:72]([F:75])([F:74])[F:73].[CH2:12]([N+:16]1[C:24]2[CH:23]=[CH:22][C:21]3[CH:25]=[CH:26][CH:27]=[CH:28][C:20]=3[C:19]=2[C:18]([CH3:29])([CH3:30])[C:17]=1[CH:31]=[CH:32][C:33]1[CH2:37][CH2:36][C:35](=[CH:38][CH:39]=[C:40]2[C:48]([CH3:49])([CH3:50])[C:47]3[C:46]4[CH:51]=[CH:52][CH:53]=[CH:54][C:45]=4[CH:44]=[CH:43][C:42]=3[N:41]2[CH2:55][CH2:56][CH2:57][CH3:58])[C:34]=1[S:59]([C:62]1[CH:63]=[CH:64][CH:65]=[CH:66][CH:67]=1)(=[O:61])=[O:60])[CH2:13][CH2:14][CH3:15], predict the reactants needed to synthesize it. The reactants are: C1(C)C=CC(S([O-])(=O)=O)=CC=1.[CH2:12]([N+:16]1[C:24]2[CH:23]=[CH:22][C:21]3[CH:25]=[CH:26][CH:27]=[CH:28][C:20]=3[C:19]=2[C:18]([CH3:30])([CH3:29])[C:17]=1[CH:31]=[CH:32][C:33]1[CH2:37][CH2:36][C:35](=[CH:38][CH:39]=[C:40]2[C:48]([CH3:50])([CH3:49])[C:47]3[C:46]4[CH:51]=[CH:52][CH:53]=[CH:54][C:45]=4[CH:44]=[CH:43][C:42]=3[N:41]2[CH2:55][CH2:56][CH2:57][CH3:58])[C:34]=1[S:59]([C:62]1[CH:67]=[CH:66][CH:65]=[CH:64][CH:63]=1)(=[O:61])=[O:60])[CH2:13][CH2:14][CH3:15].[F:68][C:69]([F:84])([S:80]([O-:83])(=[O:82])=[O:81])[C:70]([F:79])([F:78])[C:71]([F:77])([F:76])[C:72]([F:75])([F:74])[F:73].[K+].C(C(C)=O)C(C)C. (4) Given the product [Br:13][C:9]1[CH:8]=[C:7]2[C:12](=[CH:11][CH:10]=1)[C@@H:4]([NH2:1])[CH2:5][CH2:6]2, predict the reactants needed to synthesize it. The reactants are: [N:1]([C@@H:4]1[C:12]2[C:7](=[CH:8][C:9]([Br:13])=[CH:10][CH:11]=2)[CH2:6][CH2:5]1)=[N+]=[N-].O.C1(P(C2C=CC=CC=2)C2C=CC=CC=2)C=CC=CC=1.[OH-].[K+]. (5) Given the product [C:1]([CH2:4][CH2:5][C:6]1[C:18]([CH2:19][CH2:20][CH2:21][CH2:22][CH2:23][CH2:24][O:25][C:26]2[CH:27]=[C:28]([C:37]3[CH:42]=[CH:41][CH:40]=[CH:39][CH:38]=3)[CH:29]=[C:30]([C:32](=[O:36])[NH:33][CH2:34][C:75]3[CH:80]=[CH:79][CH:78]=[CH:77][C:76]=3[O:81][CH:82]([F:84])[F:83])[CH:31]=2)=[CH:17][CH:16]=[CH:15][C:7]=1[O:8][CH2:9][CH2:10][CH2:11][C:12]([OH:14])=[O:13])([OH:3])=[O:2], predict the reactants needed to synthesize it. The reactants are: [C:1]([CH2:4][CH2:5][C:6]1[C:18]([CH2:19][CH2:20][CH2:21][CH2:22][CH2:23][CH2:24][O:25][C:26]2[CH:27]=[C:28]([C:37]3[CH:42]=[CH:41][C:40](F)=[C:39](F)[CH:38]=3)[CH:29]=[C:30]([C:32](=[O:36])[N:33](C)[CH3:34])[CH:31]=2)=[CH:17][CH:16]=[CH:15][C:7]=1[O:8][CH2:9][CH2:10][CH2:11][C:12]([OH:14])=[O:13])([OH:3])=[O:2].C(OC(=O)CCCOC1C=CC=C(CCCCCCOC2C=C(C3C=CC=CC=3)C=C(C(=O)NC[C:75]3[CH:80]=[CH:79][CH:78]=[CH:77][C:76]=3[O:81][CH:82]([F:84])[F:83])C=2)C=1CCC(=O)NOCC)C.[OH-].[Na+].